The task is: Predict the reactants needed to synthesize the given product.. This data is from Retrosynthesis with 50K atom-mapped reactions and 10 reaction types from USPTO. Given the product Cc1cc(C)c(N2CCN(C(=O)c3ccc(N4[C@H](C)CCS4(=O)=O)cc3S(C)(=O)=O)CC2)nc1C, predict the reactants needed to synthesize it. The reactants are: C[C@@H]1CCS(=O)(=O)N1.Cc1cc(C)c(N2CCN(C(=O)c3ccc(Br)cc3S(C)(=O)=O)CC2)nc1C.